Dataset: Full USPTO retrosynthesis dataset with 1.9M reactions from patents (1976-2016). Task: Predict the reactants needed to synthesize the given product. (1) Given the product [CH2:20]([N:22]([CH3:23])[C:2]1[CH:19]=[CH:18][C:5]2[CH2:6][N:7]([C:11]([O:13][C:14]([CH3:17])([CH3:16])[CH3:15])=[O:12])[CH2:8][CH2:9][O:10][C:4]=2[CH:3]=1)[CH3:21], predict the reactants needed to synthesize it. The reactants are: Br[C:2]1[CH:19]=[CH:18][C:5]2[CH2:6][N:7]([C:11]([O:13][C:14]([CH3:17])([CH3:16])[CH3:15])=[O:12])[CH2:8][CH2:9][O:10][C:4]=2[CH:3]=1.[CH2:20]([NH:22][CH3:23])[CH3:21].CC(C)([O-])C.[Na+].O. (2) Given the product [F:1][C:2]1[C:10]([N+:21]([O-:23])=[O:22])=[C:9]([F:11])[CH:8]=[C:7]2[C:3]=1[C:4](=[O:13])[C:5](=[O:12])[NH:6]2, predict the reactants needed to synthesize it. The reactants are: [F:1][C:2]1[CH:10]=[C:9]([F:11])[CH:8]=[C:7]2[C:3]=1[C:4](=[O:13])[C:5](=[O:12])[NH:6]2.O.C(OCC)(=O)C.[N+:21]([O-])([OH:23])=[O:22]. (3) Given the product [CH2:1]1[CH2:30][O:29][C:3]2([CH2:20][CH2:19][C@:18]34[O:21][C@:5]3([CH2:6][CH2:7][C@@H:8]3[C:17]4=[CH:16][CH2:15][C@@:13]4([CH3:14])[C@H:9]3[CH2:10][CH2:11][C@@:12]4([OH:28])[C:51]([F:57])([F:56])[C:52]([F:55])([F:54])[F:53])[CH2:4]2)[O:2]1, predict the reactants needed to synthesize it. The reactants are: [CH2:1]1[CH2:30][O:29][C:3]2([CH2:20][CH2:19][C@:18]34[O:21][C@:5]3([CH2:6][CH2:7][C@@H:8]3[C:17]4=[CH:16][CH2:15][C@@:13]4([CH3:14])[C@H:9]3[CH2:10][CH2:11][C@@:12]4([OH:28])CC(F)=C(F)F)[CH2:4]2)[O:2]1.C1COC2(CCC3C4[C@H]([C@H]5[C@@](CC=4)(C)[C@](O)([C:51]([F:57])([F:56])[C:52]([F:55])([F:54])[F:53])CC5)CCC=3C2)O1.OO.FC(F)(F)C(C(F)(F)F)=O. (4) Given the product [CH3:21][CH:22]([CH3:32])[CH2:23][CH:24]([NH:25][C:12]([C:10]1[CH:9]=[CH:8][C:7]([N:15]2[CH2:18][C:17]([F:20])([F:19])[CH2:16]2)=[C:6]([O:5][CH2:4][CH:1]2[CH2:2][CH2:3]2)[N:11]=1)=[O:14])[C:26]1[CH:31]=[CH:30][CH:29]=[CH:28][N:27]=1, predict the reactants needed to synthesize it. The reactants are: [CH:1]1([CH2:4][O:5][C:6]2[N:11]=[C:10]([C:12]([OH:14])=O)[CH:9]=[CH:8][C:7]=2[N:15]2[CH2:18][C:17]([F:20])([F:19])[CH2:16]2)[CH2:3][CH2:2]1.[CH3:21][CH:22]([CH3:32])[CH2:23][CH:24]([C:26]1[CH:31]=[CH:30][CH:29]=[CH:28][N:27]=1)[NH2:25].